From a dataset of Peptide-MHC class II binding affinity with 134,281 pairs from IEDB. Regression. Given a peptide amino acid sequence and an MHC pseudo amino acid sequence, predict their binding affinity value. This is MHC class II binding data. The peptide sequence is GGVVQPGRSLRLSCA. The MHC is DRB3_0202 with pseudo-sequence DRB3_0202. The binding affinity (normalized) is 0.580.